This data is from Orexin1 receptor HTS with 218,158 compounds and 233 confirmed actives. The task is: Binary Classification. Given a drug SMILES string, predict its activity (active/inactive) in a high-throughput screening assay against a specified biological target. (1) The molecule is BrC12CC3(CC(C1)CC(C3)C2)CC(=O)Nc1sc(nn1)CC. The result is 0 (inactive). (2) The compound is Fc1cc(CNC(=O)CCC2CCCN(C2)Cc2c3OCOc3ccc2)ccc1F. The result is 0 (inactive). (3) The drug is O=C(N\N=C\C=C1\N(c2c(C1(C)C)cccc2)C)c1ccc(O)cc1. The result is 0 (inactive).